Dataset: Forward reaction prediction with 1.9M reactions from USPTO patents (1976-2016). Task: Predict the product of the given reaction. (1) Given the reactants C(O[C:4](=[O:14])[CH2:5][C:6]1[CH:11]=[CH:10][CH:9]=[C:8]([CH:12]=O)[CH:7]=1)C.[F:15][C:16]1[CH:23]=[CH:22][CH:21]=[CH:20][C:17]=1[CH2:18][NH2:19].C(O)(=O)C.C(O[BH-](OC(=O)C)OC(=O)C)(=O)C.[Na+], predict the reaction product. The product is: [F:15][C:16]1[CH:23]=[CH:22][CH:21]=[CH:20][C:17]=1[CH2:18][NH:19][CH2:12][C:8]1[CH:7]=[C:6]([CH2:5][CH2:4][OH:14])[CH:11]=[CH:10][CH:9]=1. (2) Given the reactants [OH:1][C:2]1[CH:3]=[C:4]2[N:10]([CH2:11][O:12][CH2:13][CH2:14][Si:15]([CH3:18])([CH3:17])[CH3:16])[C:9]([C:19]3[CH:24]=[CH:23][N:22]=[C:21]([NH:25][C:26](=[O:28])[CH3:27])[CH:20]=3)=[C:8]([C:29]3[CH:34]=[CH:33][C:32]([O:35][CH3:36])=[CH:31][N:30]=3)[C:5]2=[N:6][CH:7]=1.C1(P(C2C=CC=CC=2)C2C=CC=CC=2)C=CC=CC=1.[CH3:56][O:57][CH2:58][CH2:59]O.CC(OC(/N=N/C(OC(C)C)=O)=O)C, predict the reaction product. The product is: [CH3:56][O:57][CH2:58][CH2:59][O:1][C:2]1[CH:3]=[C:4]2[N:10]([CH2:11][O:12][CH2:13][CH2:14][Si:15]([CH3:18])([CH3:17])[CH3:16])[C:9]([C:19]3[CH:24]=[CH:23][N:22]=[C:21]([NH:25][C:26](=[O:28])[CH3:27])[CH:20]=3)=[C:8]([C:29]3[CH:34]=[CH:33][C:32]([O:35][CH3:36])=[CH:31][N:30]=3)[C:5]2=[N:6][CH:7]=1. (3) Given the reactants [OH:1][C:2]1[C:7]2=[C:8]([CH3:16])[C:9]([C:11]([O:13]CC)=[O:12])=[CH:10][N:6]2[N:5]=[CH:4][N:3]=1.[OH-].[Na+].Cl, predict the reaction product. The product is: [OH:1][C:2]1[C:7]2=[C:8]([CH3:16])[C:9]([C:11]([OH:13])=[O:12])=[CH:10][N:6]2[N:5]=[CH:4][N:3]=1. (4) Given the reactants CC(C)([O-])C.[K+].[F:7][C:8]1[CH:13]=[CH:12][CH:11]=[C:10]([F:14])[C:9]=1[CH2:15][OH:16].[Br:17][C:18]1[CH:23]=[CH:22][N:21]=[C:20](F)[CH:19]=1, predict the reaction product. The product is: [Br:17][C:18]1[CH:23]=[CH:22][N:21]=[C:20]([O:16][CH2:15][C:9]2[C:8]([F:7])=[CH:13][CH:12]=[CH:11][C:10]=2[F:14])[CH:19]=1. (5) Given the reactants [Cl:1][C:2]1[CH:7]=[C:6]([O:8][CH3:9])[N:5]=[C:4]([O:10][CH3:11])[N:3]=1.[CH2:12]([Li])[CH2:13][CH2:14]C.CC1(C)CCCC(C)(C)N1, predict the reaction product. The product is: [CH2:14]([C:7]1[C:2]([Cl:1])=[N:3][C:4]([O:10][CH3:11])=[N:5][C:6]=1[O:8][CH3:9])[CH:13]=[CH2:12]. (6) Given the reactants [C:1]([O:5][C:6](=[O:26])[N:7]([CH2:18][C:19]1[CH:24]=[CH:23][CH:22]=[CH:21][C:20]=1[OH:25])[CH2:8][C:9]1[CH:14]=[CH:13][CH:12]=[C:11]([CH2:15][CH2:16][OH:17])[CH:10]=1)([CH3:4])([CH3:3])[CH3:2].[H-].[Na+].[CH3:29][O:30][CH2:31]Cl, predict the reaction product. The product is: [C:1]([O:5][C:6](=[O:26])[N:7]([CH2:8][C:9]1[CH:14]=[CH:13][CH:12]=[C:11]([CH2:15][CH2:16][OH:17])[CH:10]=1)[CH2:18][C:19]1[CH:24]=[CH:23][CH:22]=[CH:21][C:20]=1[O:25][CH2:29][O:30][CH3:31])([CH3:4])([CH3:2])[CH3:3]. (7) The product is: [CH:10]1([CH2:13][O:14][C:15]2[CH:16]=[CH:17][C:18]([C:21]3[C:29]4[C:24](=[CH:25][CH:26]=[C:27]([O:30][CH2:2][CH3:3])[CH:28]=4)[N:23]([CH2:31][C:32]4[CH:37]=[CH:36][CH:35]=[C:34]([O:38][CH3:39])[CH:33]=4)[C:22]=3[C:40]([O:42][CH2:43][CH3:44])=[O:41])=[CH:19][CH:20]=2)[CH2:12][CH2:11]1. Given the reactants I[CH2:2][CH3:3].C(=O)([O-])[O-].[K+].[K+].[CH:10]1([CH2:13][O:14][C:15]2[CH:20]=[CH:19][C:18]([C:21]3[C:29]4[C:24](=[CH:25][CH:26]=[C:27]([OH:30])[CH:28]=4)[N:23]([CH2:31][C:32]4[CH:37]=[CH:36][CH:35]=[C:34]([O:38][CH3:39])[CH:33]=4)[C:22]=3[C:40]([O:42][CH2:43][CH3:44])=[O:41])=[CH:17][CH:16]=2)[CH2:12][CH2:11]1, predict the reaction product.